Predict which catalyst facilitates the given reaction. From a dataset of Catalyst prediction with 721,799 reactions and 888 catalyst types from USPTO. Reactant: [O:1]1[C:5]2=[N:6][CH:7]=[CH:8][CH:9]=[C:4]2[C:3]([C:10]([OH:12])=[O:11])=[CH:2]1.[CH3:13]CN=C=NCCCN(C)C.Cl.CO. Product: [CH3:13][O:11][C:10]([C:3]1[C:4]2[C:5](=[N:6][CH:7]=[CH:8][CH:9]=2)[O:1][CH:2]=1)=[O:12]. The catalyst class is: 64.